This data is from Forward reaction prediction with 1.9M reactions from USPTO patents (1976-2016). The task is: Predict the product of the given reaction. Given the reactants [CH3:1][S:2]([C:5]1[CH:10]=[CH:9][C:8]([C:11]2[N:16]=[CH:15][C:14]([CH2:17][NH:18][CH:19]3[CH2:24][CH2:23][N:22]([C:25]([O:27][C:28]([CH3:31])([CH3:30])[CH3:29])=[O:26])[CH2:21][CH2:20]3)=[CH:13][CH:12]=2)=[CH:7][CH:6]=1)(=[O:4])=[O:3].[CH:32](=O)[CH:33]([CH3:35])[CH3:34].[BH-](OC(C)=O)(OC(C)=O)OC(C)=O.[Na+].[OH-].[Na+], predict the reaction product. The product is: [CH2:32]([N:18]([CH2:17][C:14]1[CH:15]=[N:16][C:11]([C:8]2[CH:9]=[CH:10][C:5]([S:2]([CH3:1])(=[O:3])=[O:4])=[CH:6][CH:7]=2)=[CH:12][CH:13]=1)[CH:19]1[CH2:24][CH2:23][N:22]([C:25]([O:27][C:28]([CH3:31])([CH3:30])[CH3:29])=[O:26])[CH2:21][CH2:20]1)[CH:33]([CH3:35])[CH3:34].